Dataset: Reaction yield outcomes from USPTO patents with 853,638 reactions. Task: Predict the reaction yield, written as a fraction of the theoretical maximum amount of product (1.0 means a 100% yield; for example, 0.34 means a 34% yield). (1) The catalyst is C1COCC1. The product is [CH3:30][O:29][C:27](=[O:28])[CH2:26][C:10]1([C:8]2[CH:7]=[CH:6][C:5]3[O:1][CH2:2][O:3][C:4]=3[CH:9]=2)[C:18]2[C:13](=[CH:14][CH:15]=[CH:16][CH:17]=2)[N:12]([CH2:19][CH2:20][CH2:21][CH2:22][CH3:23])[C:11]1=[O:24]. The yield is 0.760. The reactants are [O:1]1[C:5]2[CH:6]=[CH:7][C:8]([CH:10]3[C:18]4[C:13](=[CH:14][CH:15]=[CH:16][CH:17]=4)[N:12]([CH2:19][CH2:20][CH2:21][CH2:22][CH3:23])[C:11]3=[O:24])=[CH:9][C:4]=2[O:3][CH2:2]1.Br[CH2:26][C:27]([O:29][CH3:30])=[O:28].[H-].[Na+]. (2) The reactants are [CH3:1][O:2][C:3](=[O:38])[C:4]([O:7][C:8]1[CH:13]=[CH:12][C:11]([O:14][CH2:15][CH2:16][CH:17]([NH:23][C:24]([C:26]2[CH:31]=[CH:30][C:29]([C:32]3[CH:37]=[CH:36][CH:35]=[CH:34][CH:33]=3)=[CH:28][CH:27]=2)=[O:25])[C:18](=O)[CH2:19][CH2:20][CH3:21])=[CH:10][CH:9]=1)([CH3:6])[CH3:5].P(Cl)(Cl)(Cl)=O.O.[OH-].[Na+]. The catalyst is CN(C=O)C. The product is [CH3:1][O:2][C:3](=[O:38])[C:4]([O:7][C:8]1[CH:13]=[CH:12][C:11]([O:14][CH2:15][CH2:16][C:17]2[N:23]=[C:24]([C:26]3[CH:31]=[CH:30][C:29]([C:32]4[CH:33]=[CH:34][CH:35]=[CH:36][CH:37]=4)=[CH:28][CH:27]=3)[O:25][C:18]=2[CH2:19][CH2:20][CH3:21])=[CH:10][CH:9]=1)([CH3:6])[CH3:5]. The yield is 0.980. (3) The reactants are [CH2:1]([NH:3][C:4]1[C:13]([CH2:14]O)=[CH:12][C:11]2[CH:10]=[C:9]3[O:16][CH2:17][O:18][C:8]3=[CH:7][C:6]=2[N:5]=1)[CH3:2].S(Cl)([Cl:21])=O. The catalyst is C(Cl)Cl. The product is [ClH:21].[Cl:21][CH2:14][C:13]1[C:4]([NH:3][CH2:1][CH3:2])=[N:5][C:6]2[CH:7]=[C:8]3[O:18][CH2:17][O:16][C:9]3=[CH:10][C:11]=2[CH:12]=1. The yield is 0.920. (4) The reactants are [C:1]([C:5]1[CH:52]=[CH:51][C:8]2[N:9](COCC[Si](C)(C)C)[C:10]([CH2:12][CH:13]3[CH2:16][CH:15]([CH2:17][N:18]([CH2:22][C@@H:23]4[C@H:27]5[O:28]C(C)(C)[O:30][C@H:26]5[C@H:25]([N:33]5[C:37]6[N:38]=[CH:39][N:40]=[C:41]([NH2:42])[C:36]=6[CH:35]=[CH:34]5)[CH2:24]4)[CH:19]([CH3:21])[CH3:20])[CH2:14]3)=[N:11][C:7]=2[CH:6]=1)([CH3:4])([CH3:3])[CH3:2].CO. The catalyst is Cl. The product is [NH2:42][C:41]1[C:36]2[CH:35]=[CH:34][N:33]([C@@H:25]3[CH2:24][C@H:23]([CH2:22][N:18]([CH2:17][CH:15]4[CH2:14][CH:13]([CH2:12][C:10]5[NH:9][C:8]6[CH:51]=[CH:52][C:5]([C:1]([CH3:4])([CH3:3])[CH3:2])=[CH:6][C:7]=6[N:11]=5)[CH2:16]4)[CH:19]([CH3:20])[CH3:21])[C@@H:27]([OH:28])[C@H:26]3[OH:30])[C:37]=2[N:38]=[CH:39][N:40]=1. The yield is 0.550.